Dataset: Full USPTO retrosynthesis dataset with 1.9M reactions from patents (1976-2016). Task: Predict the reactants needed to synthesize the given product. (1) The reactants are: [C:1]([O:5][C:6](=[O:37])[NH:7][C@@H:8]1[CH2:13][CH2:12][CH2:11][N:10]([C:14]2[CH:19]=[CH:18][C:17]([NH:20][C:21]3[C:30]4[C:25](=[CH:26][CH:27]=[C:28](Cl)[N:29]=4)[N:24]=[CH:23][C:22]=3[C:32]([CH:34]3[CH2:36][CH2:35]3)=[O:33])=[CH:16][N:15]=2)[CH2:9]1)([CH3:4])([CH3:3])[CH3:2].[Cl:38][C:39]1[CH:44]=[C:43](B2OC(C)(C)C(C)(C)O2)[CH:42]=[C:41]([Cl:54])[C:40]=1[OH:55]. Given the product [C:1]([O:5][C:6](=[O:37])[NH:7][C@@H:8]1[CH2:13][CH2:12][CH2:11][N:10]([C:14]2[CH:19]=[CH:18][C:17]([NH:20][C:21]3[C:30]4[C:25](=[CH:26][CH:27]=[C:28]([C:43]5[CH:44]=[C:39]([Cl:38])[C:40]([OH:55])=[C:41]([Cl:54])[CH:42]=5)[N:29]=4)[N:24]=[CH:23][C:22]=3[C:32]([CH:34]3[CH2:36][CH2:35]3)=[O:33])=[CH:16][N:15]=2)[CH2:9]1)([CH3:4])([CH3:3])[CH3:2], predict the reactants needed to synthesize it. (2) Given the product [C:1]([C:4]1([C:10]2[CH:15]=[CH:14][CH:13]=[CH:12][CH:11]=2)[CH2:5][CH2:6][N:7]([CH2:18][CH2:19][CH2:20][NH2:21])[CH2:8][CH2:9]1)(=[O:3])[CH3:2], predict the reactants needed to synthesize it. The reactants are: [C:1]([C:4]1([C:10]2[CH:15]=[CH:14][CH:13]=[CH:12][CH:11]=2)[CH2:9][CH2:8][NH:7][CH2:6][CH2:5]1)(=[O:3])[CH3:2].Br.Br[CH2:18][CH2:19][CH2:20][NH2:21].C(=O)([O-])[O-].[K+].[K+]. (3) Given the product [ClH:33].[F:1][C:2]1[CH:7]=[CH:6][CH:5]=[CH:4][C:3]=1[S:8]([C:11]1[CH:12]=[C:13]2[C:17](=[CH:18][CH:19]=1)[N:16]([CH:20]1[CH2:25][CH2:24][NH:23][CH2:22][CH2:21]1)[CH2:15][CH2:14]2)(=[O:9])=[O:10], predict the reactants needed to synthesize it. The reactants are: [F:1][C:2]1[CH:7]=[CH:6][CH:5]=[CH:4][C:3]=1[S:8]([C:11]1[CH:12]=[C:13]2[C:17](=[CH:18][CH:19]=1)[N:16]([CH:20]1[CH2:25][CH2:24][N:23](C(OC(C)(C)C)=O)[CH2:22][CH2:21]1)[CH2:15][CH2:14]2)(=[O:10])=[O:9].[ClH:33].Cl.FC1C=C(S(C2C=C3C(=CC=2)N(C2CCNCC2)CC3)(=O)=O)C=CC=1.